From a dataset of Forward reaction prediction with 1.9M reactions from USPTO patents (1976-2016). Predict the product of the given reaction. (1) Given the reactants [NH2:1][C:2]1[CH:7]=[CH:6][C:5]([C:8]([F:11])([F:10])[F:9])=[CH:4][N:3]=1.C(O)C.[I:15]I, predict the reaction product. The product is: [NH2:1][C:2]1[C:7]([I:15])=[CH:6][C:5]([C:8]([F:9])([F:11])[F:10])=[CH:4][N:3]=1. (2) Given the reactants [OH-].[Na+].[Br:3][C:4]1[CH:9]=[CH:8][C:7]([C@@H:10]2[CH2:12][C@H:11]2[NH:13][CH:14]2[CH2:19][CH2:18][CH:17]([NH:20][C:21](=[O:27])[O:22][C:23]([CH3:26])([CH3:25])[CH3:24])[CH2:16][CH2:15]2)=[CH:6][CH:5]=1.[CH3:28][C:29]([O:32][C:33](O[C:33]([O:32][C:29]([CH3:31])([CH3:30])[CH3:28])=[O:34])=[O:34])([CH3:31])[CH3:30].O, predict the reaction product. The product is: [Br:3][C:4]1[CH:5]=[CH:6][C:7]([C@@H:10]2[CH2:12][C@H:11]2[N:13]([CH:14]2[CH2:15][CH2:16][CH:17]([NH:20][C:21]([O:22][C:23]([CH3:24])([CH3:26])[CH3:25])=[O:27])[CH2:18][CH2:19]2)[C:33](=[O:34])[O:32][C:29]([CH3:31])([CH3:30])[CH3:28])=[CH:8][CH:9]=1. (3) Given the reactants [C:1]1([C:7]2[CH2:12][CH2:11][CH2:10][CH2:9][CH:8]=2)[CH:6]=[CH:5][CH:4]=[CH:3][CH:2]=1.C([O-])(O)=[O:14].[Na+].N1C=CC=CC=1.OOS([O-])=O.[K+], predict the reaction product. The product is: [C:1]1([C:7]23[O:14][CH:8]2[CH2:9][CH2:10][CH2:11][CH2:12]3)[CH:6]=[CH:5][CH:4]=[CH:3][CH:2]=1.